Dataset: Forward reaction prediction with 1.9M reactions from USPTO patents (1976-2016). Task: Predict the product of the given reaction. (1) Given the reactants [F-].C([N+](CCCC)(CCCC)CCCC)CCC.[Si]([O:36][CH2:37][C@H:38]1[CH2:42][O:41][C:40](=[O:43])[N:39]1[C:44]1[CH:49]=[CH:48][N:47]=[C:46]([F:50])[N:45]=1)(C(C)(C)C)(C1C=CC=CC=1)C1C=CC=CC=1, predict the reaction product. The product is: [F:50][C:46]1[N:45]=[C:44]([N:39]2[C@@H:38]([CH2:37][OH:36])[CH2:42][O:41][C:40]2=[O:43])[CH:49]=[CH:48][N:47]=1. (2) Given the reactants [CH:1]([C@:4]1([C:10]([N:12]2[CH2:17][CH2:16][N:15]([C:18]3[CH:23]=[C:22]([C:24]([F:27])([F:26])[F:25])[CH:21]=[C:20]([CH3:28])[N:19]=3)[CH2:14][CH2:13]2)=[O:11])[CH2:8][CH2:7][C@@H:6]([NH2:9])[CH2:5]1)([CH3:3])[CH3:2].[CH3:29][O:30][CH:31]1[C:36](=O)[CH2:35][CH2:34][O:33][CH2:32]1.C(N(CC)CC)C.C(O[BH-](OC(=O)C)OC(=O)C)(=O)C.[Na+], predict the reaction product. The product is: [CH:1]([C@:4]1([C:10]([N:12]2[CH2:13][CH2:14][N:15]([C:18]3[CH:23]=[C:22]([C:24]([F:27])([F:25])[F:26])[CH:21]=[C:20]([CH3:28])[N:19]=3)[CH2:16][CH2:17]2)=[O:11])[CH2:8][CH2:7][C@@H:6]([NH:9][CH:36]2[CH2:35][CH2:34][O:33][CH2:32][CH:31]2[O:30][CH3:29])[CH2:5]1)([CH3:3])[CH3:2]. (3) The product is: [O:26]=[C:24]([N:34]1[CH2:39][CH2:38][NH:37][CH2:36][CH2:35]1)[CH2:23][NH:22][C:27](=[O:28])[O:29][C:30]([CH3:33])([CH3:32])[CH3:31]. Given the reactants C(Cl)CCl.C1C=CC2N(O)N=NC=2C=1.C(N(CC)CC)C.[NH:22]([C:27]([O:29][C:30]([CH3:33])([CH3:32])[CH3:31])=[O:28])[CH2:23][C:24]([OH:26])=O.[NH:34]1[CH2:39][CH2:38][NH:37][CH2:36][CH2:35]1, predict the reaction product. (4) Given the reactants [NH:1]1[CH:5]=[C:4]([C:6]([OH:8])=O)[N:3]=[N:2]1.CCN(C(C)C)C(C)C.CN(C(ON1N=NC2C=CC=NC1=2)=[N+](C)C)C.F[P-](F)(F)(F)(F)F.[O:42]=[C:43]1[CH2:47][CH2:46][CH2:45][N:44]1[CH2:48][CH2:49][O:50][C:51](=[O:72])[C@@:52]([CH2:70][OH:71])([CH3:69])[CH2:53][C@H:54]([NH2:68])[CH2:55][C:56]1[CH:61]=[CH:60][C:59]([C:62]2[CH:67]=[CH:66][CH:65]=[CH:64][CH:63]=2)=[CH:58][CH:57]=1, predict the reaction product. The product is: [O:42]=[C:43]1[CH2:47][CH2:46][CH2:45][N:44]1[CH2:48][CH2:49][O:50][C:51](=[O:72])[C@@:52]([CH2:70][OH:71])([CH3:69])[CH2:53][C@H:54]([NH:68][C:6]([C:4]1[NH:3][N:2]=[N:1][CH:5]=1)=[O:8])[CH2:55][C:56]1[CH:57]=[CH:58][C:59]([C:62]2[CH:63]=[CH:64][CH:65]=[CH:66][CH:67]=2)=[CH:60][CH:61]=1.